Dataset: Experimentally validated miRNA-target interactions with 360,000+ pairs, plus equal number of negative samples. Task: Binary Classification. Given a miRNA mature sequence and a target amino acid sequence, predict their likelihood of interaction. (1) The miRNA is bta-miR-154a with sequence UAGGUUAUCCGUGUAGCCUUCG. The protein sequence of the target gene is MGANNGKQYGSEGKGSSSISSDVSSSTDHTPTKAQKNVATSEDSDLSMRTLSTPSPALICPPNLPGFQNGRGSSTSSSSITGETVAMVHSPPPTRLTHPLIRLASRPQKEQASIDRLPDHSMVQIFSFLPTNQLCRCARVCRRWYNLAWDPRLWRTIRLTGETINVDRALKVLTRRLCQDTPNVCLMLETVTVSGCRRLTDRGLYTIAQCCPELRRLEVSGCYNISNEAVFDVVSLCPNLEHLDVSGCSKVTCISLTREASIKLSPLHGKQISIRYLDMTDCFVLEDEGLHTIAAHCTQL.... Result: 0 (no interaction). (2) Result: 0 (no interaction). The protein sequence of the target gene is MEARAQSGNGSQPLLQTAHDSGRQRGEPDPRDALTQQVHVLSLDQIRAIRNTNEYTEGPTVVPRPGLKPAPRPSTQHKHERLHGLPEHRQPPRLQPSQVHSSRAPLSRSISTVSSGSRSSTRTSTSSSSSEQRLLGPSFSHGPAAADGIIRVQPKSELKPGDVKPLSKDDLGLHAYRCEDCGKCKCKECTYPRPLPSDWICDKQCLCSAQNVIDYGTCVCCVKGLFYHCSNDDEDNCADNPCSCSQSHCCTRWSAMGVMSLFLPCLWCYLPAKGCLKLCQGCYDRVNRPGCRCKNSNTVC.... The miRNA is cel-miR-1022-5p with sequence AAGAUCAUUGUUAGGACGCCAUC. (3) The miRNA is hsa-miR-371a-5p with sequence ACUCAAACUGUGGGGGCACU. The protein sequence of the target gene is MDWLMGKSKAKPNGKKPAAEEKKVYLEPEHTKSRITDFEFKELVVLPREIDLNEWLASNTTTFFHHINLQYSTISEFCTGETCQTMAVCNTQYYWYDERGKKVKCTAPQYVDFVMSSVQKLVTDEDVFPTKYGREFPSSFESLVKKICKYLFHVLGHIYWAHFKETLALELHGHLNTLYVHFILFAREFNLLDPKETAVMDDLTEVLCSSPGNSGATGDGANSGASGAQNHVKER. Result: 0 (no interaction). (4) The miRNA is hsa-miR-212-5p with sequence ACCUUGGCUCUAGACUGCUUACU. The protein sequence of the target gene is MHRAPSPTAEQPPGGGDSARRTLQPRLKPSARAMALPRTLGELQLYRVLQRANLLSYYETFIQQGGDDVQQLCEAGEEEFLEIMALVGMATKPLHVRRLQKALREWATNPGLFSQPVPAVPVSSIPLFKISETAGTRKGSMSNGHGSPGEKAGSARSFSPKSPLELGEKLSPLPGGPGAGDPRIWPGRSTPESDVGAGGEEEAGSPPFSPPAGGGVPEGTGAGGLAAGGTGGGPDRLEPEMVRMVVESVERIFRSFPRGDAGEVTSLLKLNKKLARSVGHIFEMDDNDSQKEEEIRKYSI.... Result: 0 (no interaction). (5) The miRNA is hsa-miR-548o-5p with sequence AAAAGUAAUUGCGGUUUUUGCC. The protein sequence of the target gene is MTEVQAMVEFSVELNKFYNVDLFQRGFYQIRASMKIPSRIPHRVEASLLHATGMTLAFPASVHDSLICSKTFQILYKNEEVVLNDVMIFKVKMLLDERKIEETLEEMNFLLSLDLHFTDGDYSADDLNALQLISSRTLKLHFSPHRGLHHHVNVMFDYFHLSVVSVTVHASLVALHQPLISFPRPVKTTWLNRNAPAQNKDSVIPTLESVVFGINYTKQLSPDGCSFIIADSFLHHAYRFHYTLCATLLLAFKGLHSYFITVTEEIPSCQKLELEEMDVEARLTELCEEVKKIENPDELA.... Result: 1 (interaction). (6) The miRNA is xtr-miR-9-5p with sequence UCUUUGGUUAUCUAGCUGUAUG. The protein sequence of the target gene is MAAASVSAASGSHLSNSFAEPSRSNGSMVRHSSSPYVVYPSDKPFLNSDLRRSPSKPTLAYPESNSRAIFSALKNLQDKIRRLELERIQAEESVKTLSRETIEYKKVLDEQIQERENSKNEESKHNQELTSQLLAAENKCNLLEKQLEYMRNMIKHAEMERTSVLEKQVSLERERQHDQTHVQSQLEKLDLLEQEYNKLTTMQALAEKKMQELEAKLHEEEQERKRMQAKAAELQTGLETNRLIFEDKATPCVPNARRIKKKKSKPPEKKSSRNYFGAQPHYRLCLGDMPFVAGKSTSPS.... Result: 0 (no interaction). (7) The miRNA is mmu-miR-155-5p with sequence UUAAUGCUAAUUGUGAUAGGGGU. The protein sequence of the target gene is MVYYPELFVWVSQEPFPNKDMEGRLPKGRLPVPKEVNRKKNDETNAASLTPLGSSELRSPRISYLHFF. Result: 0 (no interaction). (8) The protein sequence of the target gene is MANAEVSVPVGDVVVVPTEGNEGENPEDTKTQVILQLQPVQQGLFIDGHFYNRIYEAGSENNTAVVAVETHTIHKIEEGIDTGTIEANEDMEIAYPITCGESKAILLWKKFVCPGINVKCVKFNDQLISPKHFVHLAGKSTLKDWKRAIRLGGIMLRKMMDSGQIDFYQHDKVCSNTCRSTKFDLLISSARAPVPGQQTSVVQTPTSADGSITQIAISEESMEEAGLEWNSALTAAVTMATEEGVKKDSEEISEDTLMFWKGIADVGLMEEVVCNIQKEIEELLRGVQQRLIQAPFQVTD.... The miRNA is hsa-miR-24-3p with sequence UGGCUCAGUUCAGCAGGAACAG. Result: 1 (interaction).